Dataset: Reaction yield outcomes from USPTO patents with 853,638 reactions. Task: Predict the reaction yield, written as a fraction of the theoretical maximum amount of product (1.0 means a 100% yield; for example, 0.34 means a 34% yield). (1) The reactants are [Cl:1][C:2]1[N:3]=[C:4]([N:23]2[CH2:28][CH2:27][O:26][CH2:25][CH2:24]2)[C:5]2[S:10][C:9]([CH2:11][N:12]3C(=O)C4C(=CC=CC=4)C3=O)=[CH:8][C:6]=2[N:7]=1.NN.O. The catalyst is CO. The product is [Cl:1][C:2]1[N:3]=[C:4]([N:23]2[CH2:24][CH2:25][O:26][CH2:27][CH2:28]2)[C:5]2[S:10][C:9]([CH2:11][NH2:12])=[CH:8][C:6]=2[N:7]=1. The yield is 0.730. (2) The reactants are Cl[C:2]1[C:11]2[C:6](=[CH:7][C:8]([O:14][CH2:15][CH:16]3[CH2:21][CH2:20][N:19]([CH3:22])[CH2:18][CH2:17]3)=[C:9]([O:12][CH3:13])[CH:10]=2)[N:5]=[CH:4][N:3]=1.[C:23]([C:25]1[CH:26]=[N:27][C:28]2[C:33]([CH:34]=1)=[CH:32][CH:31]=[C:30]([OH:35])[CH:29]=2)#[N:24].C(=O)([O-])[O-].[K+].[K+]. The catalyst is CN(C=O)C.ClCCl. The product is [C:23]([C:25]1[CH:26]=[N:27][C:28]2[C:33]([CH:34]=1)=[CH:32][CH:31]=[C:30]([O:35][C:2]1[C:11]3[C:6](=[CH:7][C:8]([O:14][CH2:15][CH:16]4[CH2:21][CH2:20][N:19]([CH3:22])[CH2:18][CH2:17]4)=[C:9]([O:12][CH3:13])[CH:10]=3)[N:5]=[CH:4][N:3]=1)[CH:29]=2)#[N:24]. The yield is 0.860. (3) The reactants are Cl[C:2]1[N:7]=[C:6]([NH:8][C:9]2[NH:10][N:11]=[C:12]([CH2:14][CH2:15][C:16]3[CH:21]=[CH:20][CH:19]=[CH:18][CH:17]=3)[CH:13]=2)[CH:5]=[CH:4][N:3]=1.FC(F)(F)C(O)=O.[NH2:29][CH2:30][C:31]1[O:35][N:34]=[C:33]([C:36]([NH2:38])=[O:37])[CH:32]=1.C(N(C(C)C)CC)(C)C. The catalyst is COCCO. The product is [CH2:14]([C:12]1[CH:13]=[C:9]([NH:8][C:6]2[CH:5]=[CH:4][N:3]=[C:2]([NH:29][CH2:30][C:31]3[O:35][N:34]=[C:33]([C:36]([NH2:38])=[O:37])[CH:32]=3)[N:7]=2)[NH:10][N:11]=1)[CH2:15][C:16]1[CH:21]=[CH:20][CH:19]=[CH:18][CH:17]=1. The yield is 0.190. (4) The reactants are [Cl:1][C:2]1[CH:3]=[C:4]2[C:8](=[C:9]([NH:11][CH:12]3[CH2:17][CH2:16][O:15][CH2:14][CH2:13]3)[CH:10]=1)[NH:7][C:6]([C:18]1[S:19][CH2:20][C@@H:21]([CH2:23][C:24](O)=[O:25])[N:22]=1)=[CH:5]2.CN.C(Cl)CCl.C1C=CC2N(O)N=[N:39][C:37]=2C=1.C(=O)(O)[O-].[Na+]. The catalyst is CN(C)C=O. The product is [Cl:1][C:2]1[CH:3]=[C:4]2[C:8](=[C:9]([NH:11][CH:12]3[CH2:13][CH2:14][O:15][CH2:16][CH2:17]3)[CH:10]=1)[NH:7][C:6]([C:18]1[S:19][CH2:20][C@@H:21]([CH2:23][C:24]([NH:39][CH3:37])=[O:25])[N:22]=1)=[CH:5]2. The yield is 0.370. (5) The reactants are [CH2:1]([O:5][CH:6]1[CH2:11][CH2:10][CH2:9][CH2:8][O:7]1)[CH2:2][C:3]#[CH:4].C([Li])CCC.[CH2:17]=[O:18]. The catalyst is C1COCC1. The product is [O:7]1[CH2:8][CH2:9][CH2:10][CH2:11][CH:6]1[O:5][CH2:1][CH2:2][C:3]#[C:4][CH2:17][OH:18]. The yield is 0.770. (6) The reactants are [Cl:1][C:2]1[CH:7]=[CH:6][C:5](/[CH:8]=[CH:9]/[C:10](=[O:25])[CH2:11][CH2:12][CH2:13][CH2:14][C:15]2[CH:24]=[CH:23][C:22]3[CH2:21][CH2:20][CH2:19][NH:18][C:17]=3[N:16]=2)=[CH:4][C:3]=1[C:26]([F:29])([F:28])[F:27].[H-].[H-].[H-].[H-].[Li+].[Al+3].O.[OH-].[Na+]. The catalyst is C1COCC1. The product is [Cl:1][C:2]1[CH:7]=[CH:6][C:5](/[CH:8]=[CH:9]/[CH:10]([OH:25])[CH2:11][CH2:12][CH2:13][CH2:14][C:15]2[CH:24]=[CH:23][C:22]3[CH2:21][CH2:20][CH2:19][NH:18][C:17]=3[N:16]=2)=[CH:4][C:3]=1[C:26]([F:29])([F:27])[F:28]. The yield is 0.420.